This data is from Full USPTO retrosynthesis dataset with 1.9M reactions from patents (1976-2016). The task is: Predict the reactants needed to synthesize the given product. Given the product [CH2:25]([O:32][C:33]1[C:40]([Br:41])=[CH:39][C:36]([CH:37]([C:2]2[CH:7]=[CH:6][C:5]([CH2:8][CH2:9][O:10][CH2:11][O:12][CH3:13])=[CH:4][CH:3]=2)[OH:38])=[C:35]([CH3:42])[CH:34]=1)[C:26]1[CH:27]=[CH:28][CH:29]=[CH:30][CH:31]=1, predict the reactants needed to synthesize it. The reactants are: Br[C:2]1[CH:7]=[CH:6][C:5]([CH2:8][CH2:9][O:10][CH2:11][O:12][CH3:13])=[CH:4][CH:3]=1.C([Li])CCC.CCCCCC.[CH2:25]([O:32][C:33]1[C:40]([Br:41])=[CH:39][C:36]([CH:37]=[O:38])=[C:35]([CH3:42])[CH:34]=1)[C:26]1[CH:31]=[CH:30][CH:29]=[CH:28][CH:27]=1.[Cl-].[NH4+].